Dataset: Reaction yield outcomes from USPTO patents with 853,638 reactions. Task: Predict the reaction yield, written as a fraction of the theoretical maximum amount of product (1.0 means a 100% yield; for example, 0.34 means a 34% yield). (1) The reactants are [F:1][C:2]1[CH:18]=[C:17]([N+:19]([O-:21])=[O:20])[CH:16]=[CH:15][C:3]=1[O:4][C:5]1[CH:10]=[CH:9][N:8]=[C:7]2[CH:11]=[C:12](I)[S:13][C:6]=12.Br[C:23]1[CH:30]=[CH:29][C:26]([CH:27]=[O:28])=[CH:25][N:24]=1. The catalyst is O1CCOCC1.C1C=CC([P]([Pd]([P](C2C=CC=CC=2)(C2C=CC=CC=2)C2C=CC=CC=2)([P](C2C=CC=CC=2)(C2C=CC=CC=2)C2C=CC=CC=2)[P](C2C=CC=CC=2)(C2C=CC=CC=2)C2C=CC=CC=2)(C2C=CC=CC=2)C2C=CC=CC=2)=CC=1. The product is [F:1][C:2]1[CH:18]=[C:17]([N+:19]([O-:21])=[O:20])[CH:16]=[CH:15][C:3]=1[O:4][C:5]1[CH:10]=[CH:9][N:8]=[C:7]2[CH:11]=[C:12]([C:23]3[CH:30]=[CH:29][C:26]([CH:27]=[O:28])=[CH:25][N:24]=3)[S:13][C:6]=12. The yield is 0.520. (2) The reactants are [NH:1]1[C:5]2=[N:6][CH:7]=[CH:8][CH:9]=[C:4]2[CH:3]=[CH:2]1.[Br:10][C:11]1[N:16]=[CH:15][C:14]([CH:17]=[O:18])=[CH:13][CH:12]=1.[OH-].[K+]. The catalyst is CO. The product is [Br:10][C:11]1[N:16]=[CH:15][C:14]([CH:17]([C:3]2[C:4]3[C:5](=[N:6][CH:7]=[CH:8][CH:9]=3)[NH:1][CH:2]=2)[OH:18])=[CH:13][CH:12]=1. The yield is 0.450. (3) The product is [C@@H:1]1([NH:10][C:11]2[N:19]=[CH:18][N:17]=[C:16]3[C:12]=2[N:13]=[CH:14][N:15]3[C@H:20]2[C@:24]3([CH3:26])[O:25][C:31]([CH3:36])([CH3:32])[O:27][C@@H:23]3[C@@H:22]([CH2:28][OH:29])[O:21]2)[C:9]2[C:4](=[CH:5][CH:6]=[CH:7][CH:8]=2)[CH2:3][CH2:2]1. The catalyst is CC(C)=O.C(Cl)(Cl)Cl. The reactants are [C@@H:1]1([NH:10][C:11]2[N:19]=[CH:18][N:17]=[C:16]3[C:12]=2[N:13]=[CH:14][N:15]3[C@H:20]2[C@:24]([CH3:26])([OH:25])[C@H:23]([OH:27])[C@@H:22]([CH2:28][OH:29])[O:21]2)[C:9]2[C:4](=[CH:5][CH:6]=[CH:7][CH:8]=2)[CH2:3][CH2:2]1.O.[C:31]1(C)[CH:36]=CC(S(O)(=O)=O)=C[CH:32]=1.COC(OC)(C)C.CO. The yield is 0.670. (4) The product is [Si:1]([O:8][C@@H:9]1[C@H:13]([CH2:14][O:15][Si:16]([C:19]([CH3:20])([CH3:21])[CH3:22])([CH3:18])[CH3:17])[CH2:12][C@@H:11]([O:23][C:24]2[CH:29]=[CH:28][N:27]=[CH:26][N:25]=2)[CH2:10]1)([C:4]([CH3:5])([CH3:6])[CH3:7])([CH3:2])[CH3:3]. The reactants are [Si:1]([O:8][C@@H:9]1[C@H:13]([CH2:14][O:15][Si:16]([C:19]([CH3:22])([CH3:21])[CH3:20])([CH3:18])[CH3:17])[CH2:12][C@@H:11]([O:23][C:24]2[CH:29]=[C:28](Cl)[N:27]=[CH:26][N:25]=2)[CH2:10]1)([C:4]([CH3:7])([CH3:6])[CH3:5])([CH3:3])[CH3:2].C(=O)([O-])[O-].[Na+].[Na+]. The catalyst is CO.[Pd]. The yield is 0.700. (5) The reactants are [CH2:1]([NH:8][CH2:9][C:10]1([OH:23])[CH2:15][CH2:14][N:13]([C:16]([O:18][C:19]([CH3:22])([CH3:21])[CH3:20])=[O:17])[CH2:12][CH2:11]1)[C:2]1[CH:7]=[CH:6][CH:5]=[CH:4][CH:3]=1.C(N(C(C)C)CC)(C)C.Br.Br[CH2:35][C:36]([C:38]1[CH:43]=[CH:42][CH:41]=[CH:40][N:39]=1)=[O:37]. The catalyst is CN(C=O)C.C(OCC)(=O)C. The product is [CH2:1]([N:8]([CH2:9][C:10]1([OH:23])[CH2:15][CH2:14][N:13]([C:16]([O:18][C:19]([CH3:20])([CH3:22])[CH3:21])=[O:17])[CH2:12][CH2:11]1)[CH2:35][C:36](=[O:37])[C:38]1[CH:43]=[CH:42][CH:41]=[CH:40][N:39]=1)[C:2]1[CH:7]=[CH:6][CH:5]=[CH:4][CH:3]=1. The yield is 0.920. (6) The reactants are Br[CH2:2][C:3]([C:5]1[CH:10]=[CH:9][CH:8]=[CH:7][C:6]=1[OH:11])=[O:4].[N-:12]=[N+:13]=[N-:14].[Na+]. The catalyst is CC(C)=O.O. The product is [N:12]([CH2:2][C:3]([C:5]1[CH:10]=[CH:9][CH:8]=[CH:7][C:6]=1[OH:11])=[O:4])=[N+:13]=[N-:14]. The yield is 0.900.